This data is from NCI-60 drug combinations with 297,098 pairs across 59 cell lines. The task is: Regression. Given two drug SMILES strings and cell line genomic features, predict the synergy score measuring deviation from expected non-interaction effect. (1) Drug 1: C1=CC(=C2C(=C1NCCNCCO)C(=O)C3=C(C=CC(=C3C2=O)O)O)NCCNCCO. Drug 2: CC1=CC2C(CCC3(C2CCC3(C(=O)C)OC(=O)C)C)C4(C1=CC(=O)CC4)C. Cell line: OVCAR-8. Synergy scores: CSS=47.3, Synergy_ZIP=4.74, Synergy_Bliss=3.00, Synergy_Loewe=-34.9, Synergy_HSA=2.29. (2) Drug 1: C1=CC=C(C=C1)NC(=O)CCCCCCC(=O)NO. Drug 2: CC1=C(N=C(N=C1N)C(CC(=O)N)NCC(C(=O)N)N)C(=O)NC(C(C2=CN=CN2)OC3C(C(C(C(O3)CO)O)O)OC4C(C(C(C(O4)CO)O)OC(=O)N)O)C(=O)NC(C)C(C(C)C(=O)NC(C(C)O)C(=O)NCCC5=NC(=CS5)C6=NC(=CS6)C(=O)NCCC[S+](C)C)O. Cell line: RXF 393. Synergy scores: CSS=26.0, Synergy_ZIP=-4.00, Synergy_Bliss=5.11, Synergy_Loewe=4.17, Synergy_HSA=7.15. (3) Drug 1: CCCCC(=O)OCC(=O)C1(CC(C2=C(C1)C(=C3C(=C2O)C(=O)C4=C(C3=O)C=CC=C4OC)O)OC5CC(C(C(O5)C)O)NC(=O)C(F)(F)F)O. Drug 2: C1CN(CCN1C(=O)CCBr)C(=O)CCBr. Cell line: MOLT-4. Synergy scores: CSS=81.1, Synergy_ZIP=-0.0853, Synergy_Bliss=-0.525, Synergy_Loewe=-2.54, Synergy_HSA=0.675.